The task is: Predict the reaction yield, written as a fraction of the theoretical maximum amount of product (1.0 means a 100% yield; for example, 0.34 means a 34% yield).. This data is from Reaction yield outcomes from USPTO patents with 853,638 reactions. (1) The reactants are [Br:1][C:2]1[CH:3]=[C:4]2[C:8](=[CH:9][CH:10]=1)[NH:7][C:6](=[O:11])[CH2:5]2.[CH2:12]([N:14]([CH2:32][CH3:33])[CH2:15][CH2:16][CH2:17][NH:18][C:19]([C:21]1[NH:22][C:23]([CH:30]=O)=[C:24]2[C:29]=1[CH2:28][CH2:27][CH2:26][CH2:25]2)=[O:20])[CH3:13]. No catalyst specified. The product is [CH2:32]([N:14]([CH2:12][CH3:13])[CH2:15][CH2:16][CH2:17][NH:18][C:19]([C:21]1[NH:22][C:23]([CH:30]=[C:5]2[C:4]3[C:8](=[CH:9][CH:10]=[C:2]([Br:1])[CH:3]=3)[NH:7][C:6]2=[O:11])=[C:24]2[C:29]=1[CH2:28][CH2:27][CH2:26][CH2:25]2)=[O:20])[CH3:33]. The yield is 0.460. (2) The reactants are [ClH:1].[CH3:2][O:3][C:4]1[CH:5]=[C:6]2[C:10](=[CH:11][CH:12]=1)[NH:9][N:8]=[C:7]2[C:13]([NH:15][CH2:16][CH:17]1[CH2:22][CH2:21][N:20](C(OC(C)(C)C)=O)[CH2:19][CH2:18]1)=[O:14]. The catalyst is CCOCC.CO. The product is [ClH:1].[CH3:2][O:3][C:4]1[CH:5]=[C:6]2[C:10](=[CH:11][CH:12]=1)[NH:9][N:8]=[C:7]2[C:13]([NH:15][CH2:16][CH:17]1[CH2:22][CH2:21][NH:20][CH2:19][CH2:18]1)=[O:14]. The yield is 0.890.